Regression. Given a peptide amino acid sequence and an MHC pseudo amino acid sequence, predict their binding affinity value. This is MHC class I binding data. From a dataset of Peptide-MHC class I binding affinity with 185,985 pairs from IEDB/IMGT. The peptide sequence is YFTFDLTAL. The MHC is HLA-B35:01 with pseudo-sequence HLA-B35:01. The binding affinity (normalized) is 0.0847.